Task: Regression. Given a target protein amino acid sequence and a drug SMILES string, predict the binding affinity score between them. We predict pKi (pKi = -log10(Ki in M); higher means stronger inhibition). Dataset: bindingdb_ki.. Dataset: Drug-target binding data from BindingDB using Ki measurements (1) The drug is CC[C@@H](C)[C@H](NC(=O)[C@H](Cc1ccc(O)cc1)NC(=O)[C@@H]1CCCN1C(=O)[C@H](CCCNC(=N)N)NC(=O)[C@@H](N)CCCNC(=N)N)C(=O)N[C@@H](CC(C)C)C(N)=O. The target protein (O88319) has sequence MHLNSSVQQGAPSEPGAQPFPHPQFGLETMLLALSLSNGSGNSSESILEPNSNLDVNTDIYSKVLVTAVYLALFVVGTVGNSVTAFTLARKKSLQSLQSTVHYHLGSLALSDLLILLLAMPVELYNFIWVHHPWAFGDAGCRGYYFLRDACTYATALNVASLSVERYLAICHPFKAKTLMSRSRTKKFISAIWLASALLAVPMLFTMGLQNRSADGQHPGGLVCTPTVDTATVKVVIQVNTFMSFLFPMLIISILNTVIANKLTVMVHQAAEQGRGVCTVGTHNSLEHSTFNMSIEPGRVQALRHGVLVLRAVVIAFVVCWLPYHVRRLMFCYISDEQWTTFLFDFYHYFYMLTNALFYVSSAINPILYNLVSANFRQVFLSTLACLCPGWRRRRKKRPTFSRKPNSMSSNHAFSTSATRETLY. The pKi is 8.0. (2) The small molecule is CC1(C)CN(Cc2ccc3cc4c(cc3n2)CC2(C4)C(=O)Nc3ncccc32)[C@@H](Cc2ccccc2)C(=O)N1. The target protein sequence is MGFQKFSPFLALSILVLLQAGSLHAAPFRSALESSPADPATLSEDEARLLLAALVQNYVQMKASELEQEQEREGSRIIAQKRACDTATCVTHRLAGLLSRSGGVVKNNFVPTNVGSKAFGRRRRDLQA. The pKi is 9.1. (3) The compound is O=C(C(=O)c1c(F)cccc1F)c1c(F)cccc1F. The target protein sequence is MHSKVTIICIRFLFWFLLLCMLIGKSHTEDDIIIATKNGKVRGMNLTVFGGTVTAFLGIPYAQPPLGRLRFKKPQSLTKWSDIWNATKYANSCCQNIDQSFPGFHGSEMWNPNTDLSEDCLYLNVWIPAPKPKNATVLIWIYGGGFQTGTSSLHVYDGKFLARVERVIVVSMNYRVGALGFLALPGNPEAPGNMGLFDQQLALQWVQKNIAAFGGNPKSVTLFGESAGAASVSLHLLSPGSHSLFTRAILQSGSFNAPWAVTSLYEARNRTLNLAKLTGCSRENETEIIKCLRNKDPQEILLNEAFVVPYGTPLSVNFGPTVDGDFLTDMPDILLELGQFKKTQILVGVNKDEGTAFLVYGAPGFSKDNNSIITRKEFQEGLKIFFPGVSEFGKESILFHYTDWVDDQRPENYREALGDVVGDYNFICPALEFTKKFSEWGNNAFFYYFEHRSSKLPWPEWMGVMHGYEIEFVFGLPLERRDNYTKAEEILSRSIVKRWA.... The pKi is 4.0.